From a dataset of Peptide-MHC class II binding affinity with 134,281 pairs from IEDB. Regression. Given a peptide amino acid sequence and an MHC pseudo amino acid sequence, predict their binding affinity value. This is MHC class II binding data. The peptide sequence is TQARAAAAAFEQAHA. The MHC is DRB1_1501 with pseudo-sequence DRB1_1501. The binding affinity (normalized) is 0.